This data is from Forward reaction prediction with 1.9M reactions from USPTO patents (1976-2016). The task is: Predict the product of the given reaction. Given the reactants [Na].[NH2:2][C:3]1[N:8]=[C:7]([NH2:9])[CH:6]=[C:5](Cl)[N:4]=1.[Na+].[Cl-].[CH2:13]([OH:17])[CH:14]([CH3:16])[CH3:15], predict the reaction product. The product is: [CH3:15][CH:14]([CH3:16])[CH2:13][O:17][C:5]1[N:4]=[C:3]([NH2:2])[N:8]=[C:7]([NH2:9])[CH:6]=1.